From a dataset of Cav3 T-type calcium channel HTS with 100,875 compounds. Binary Classification. Given a drug SMILES string, predict its activity (active/inactive) in a high-throughput screening assay against a specified biological target. (1) The drug is o1c(nnc1NC(=O)NCCCC)c1ccccc1. The result is 0 (inactive). (2) The drug is S(C=1NC(=O)CC(C1C#N)c1c(F)cccc1)CC(=O)Nc1c(n(n(c1=O)c1ccccc1)C)C. The result is 0 (inactive).